Dataset: Forward reaction prediction with 1.9M reactions from USPTO patents (1976-2016). Task: Predict the product of the given reaction. (1) Given the reactants [C:1]([C:5]1[CH:42]=[CH:41][C:8]([CH2:9][N:10]2[C:14](=[O:15])[N:13]([CH2:16][CH3:17])[C:12]([CH2:18][CH2:19][CH2:20][C:21]3[CH:26]=[CH:25][C:24]([C:27]4[CH:32]=[CH:31][C:30]([O:33][CH2:34][CH3:35])=[C:29]([C:36]5([C:39]#N)[CH2:38][CH2:37]5)[CH:28]=4)=[CH:23][CH:22]=3)=[N:11]2)=[CH:7][CH:6]=1)([CH3:4])([CH3:3])[CH3:2].[OH-:43].[K+].[OH2:45], predict the reaction product. The product is: [C:1]([C:5]1[CH:6]=[CH:7][C:8]([CH2:9][N:10]2[C:14](=[O:15])[N:13]([CH2:16][CH3:17])[C:12]([CH2:18][CH2:19][CH2:20][C:21]3[CH:22]=[CH:23][C:24]([C:27]4[CH:32]=[CH:31][C:30]([O:33][CH2:34][CH3:35])=[C:29]([C:36]5([C:39]([OH:45])=[O:43])[CH2:37][CH2:38]5)[CH:28]=4)=[CH:25][CH:26]=3)=[N:11]2)=[CH:41][CH:42]=1)([CH3:3])([CH3:4])[CH3:2]. (2) The product is: [CH3:10][Si:11]([CH3:26])([CH3:27])[C:12]1[CH:13]=[CH:14][CH:15]=[C:16]2[C:20]=1[N:19]([CH2:5][C:4]1[CH:7]=[CH:8][CH:9]=[C:2]([F:1])[CH:3]=1)[C:18]([C:21]([O:23][CH2:24][CH3:25])=[O:22])=[CH:17]2. Given the reactants [F:1][C:2]1[CH:3]=[C:4]([CH:7]=[CH:8][CH:9]=1)[CH2:5]Br.[CH3:10][Si:11]([CH3:27])([CH3:26])[C:12]1[CH:13]=[CH:14][CH:15]=[C:16]2[C:20]=1[NH:19][C:18]([C:21]([O:23][CH2:24][CH3:25])=[O:22])=[CH:17]2.C(=O)([O-])[O-].[K+].[K+], predict the reaction product. (3) Given the reactants [N:1]1[CH:6]=[CH:5][C:4]([NH:7][C:8](=[O:15])OCC(Cl)(Cl)Cl)=[CH:3][CH:2]=1.[S:16]1[CH:20]=[CH:19][CH:18]=[C:17]1[C:21]1[N:25]=[C:24]([N:26]2[CH2:31][CH2:30][NH:29][CH2:28][CH2:27]2)[S:23][N:22]=1.C(N(C(C)C)CC)(C)C.O, predict the reaction product. The product is: [N:1]1[CH:2]=[CH:3][C:4]([NH:7][C:8]([N:29]2[CH2:28][CH2:27][N:26]([C:24]3[S:23][N:22]=[C:21]([C:17]4[S:16][CH:20]=[CH:19][CH:18]=4)[N:25]=3)[CH2:31][CH2:30]2)=[O:15])=[CH:5][CH:6]=1. (4) Given the reactants [NH:1]1[C:9]2[CH:8]=[CH:7][CH:6]=[C:5]([C:10]#[N:11])[C:4]=2[CH:3]=[N:2]1.Br[CH2:13][CH2:14][C:15]([O:17][CH2:18][CH3:19])=[O:16].C(=O)([O-])[O-].[Cs+].[Cs+], predict the reaction product. The product is: [C:10]([C:5]1[CH:6]=[CH:7][CH:8]=[C:9]2[C:4]=1[CH:3]=[N:2][N:1]2[CH2:13][CH2:14][C:15]([O:17][CH2:18][CH3:19])=[O:16])#[N:11]. (5) Given the reactants [Br:1][C:2]1[CH:3]=[C:4]([F:14])[C:5]([C:8]([NH:10][C:11](=[O:13])[CH3:12])=[CH2:9])=[N:6][CH:7]=1, predict the reaction product. The product is: [Br:1][C:2]1[CH:3]=[C:4]([F:14])[C:5]([C@H:8]([NH:10][C:11](=[O:13])[CH3:12])[CH3:9])=[N:6][CH:7]=1. (6) Given the reactants [CH:1]1(B2OC(C)(C)C(C)(C)O2)[CH2:3][CH2:2]1.Br[C:14]1[C:18]([NH:19][C:20](=[O:26])[O:21][C:22]([CH3:25])([CH3:24])[CH3:23])=[CH:17][N:16]([C:27]2[CH:28]=[N:29][CH:30]=[C:31]([F:33])[CH:32]=2)[N:15]=1.C(O)C.C(=O)([O-])[O-].[K+].[K+], predict the reaction product. The product is: [CH:1]1([C:14]2[C:18]([NH:19][C:20](=[O:26])[O:21][C:22]([CH3:25])([CH3:24])[CH3:23])=[CH:17][N:16]([C:27]3[CH:28]=[N:29][CH:30]=[C:31]([F:33])[CH:32]=3)[N:15]=2)[CH2:3][CH2:2]1.[F:33][C:31]1[CH:32]=[C:27]([N:16]2[CH:17]=[C:18]([NH:19][C:20](=[O:26])[O:21][C:22]([CH3:24])([CH3:23])[CH3:25])[CH:14]=[N:15]2)[CH:28]=[N:29][CH:30]=1. (7) Given the reactants [O:1]([CH:8]([CH3:12])[C:9]([OH:11])=O)[C:2]1[CH:7]=[CH:6][CH:5]=[CH:4][CH:3]=1.Cl.CN(C)CCCN=C=NCC.[O:25]1[CH2:30][CH2:29][CH2:28][CH2:27][CH:26]1[N:31]1[C:39]2[C:34](=[CH:35][C:36]([C:40]3[N:44]=[CH:43][N:42]([C:45]([C:58]4[CH:63]=[CH:62][CH:61]=[CH:60][CH:59]=4)([C:52]4[CH:57]=[CH:56][CH:55]=[CH:54][CH:53]=4)[C:46]4[CH:51]=[CH:50][CH:49]=[CH:48][CH:47]=4)[N:41]=3)=[CH:37][CH:38]=2)[C:33]([C:64]2[CH:65]=[C:66]([NH2:70])[CH:67]=[CH:68][CH:69]=2)=[N:32]1, predict the reaction product. The product is: [O:25]1[CH2:30][CH2:29][CH2:28][CH2:27][CH:26]1[N:31]1[C:39]2[C:34](=[CH:35][C:36]([C:40]3[N:44]=[CH:43][N:42]([C:45]([C:46]4[CH:47]=[CH:48][CH:49]=[CH:50][CH:51]=4)([C:58]4[CH:63]=[CH:62][CH:61]=[CH:60][CH:59]=4)[C:52]4[CH:57]=[CH:56][CH:55]=[CH:54][CH:53]=4)[N:41]=3)=[CH:37][CH:38]=2)[C:33]([C:64]2[CH:65]=[C:66]([NH:70][C:9](=[O:11])[CH:8]([O:1][C:2]3[CH:3]=[CH:4][CH:5]=[CH:6][CH:7]=3)[CH3:12])[CH:67]=[CH:68][CH:69]=2)=[N:32]1. (8) Given the reactants [Cl:1][C:2]1[S:6][C:5]([S:7]([NH:10][C@H:11]([CH:16]=[O:17])[C@@H:12]([CH3:15])[CH2:13][CH3:14])(=[O:9])=[O:8])=[CH:4][CH:3]=1.[Si]([C:22]([F:25])([F:24])[F:23])(C)(C)C.CCCC[N+](CCCC)(CCCC)CCCC.[F-], predict the reaction product. The product is: [Cl:1][C:2]1[S:6][C:5]([S:7]([NH:10][C@H:11]([CH:16]([OH:17])[C:22]([F:25])([F:24])[F:23])[C@@H:12]([CH3:15])[CH2:13][CH3:14])(=[O:9])=[O:8])=[CH:4][CH:3]=1. (9) Given the reactants [O:1]1[CH:5]=[CH:4][C:3]([NH2:6])=[N:2]1.[H-].[Na+].Br[C:10]1[C:11]2[N:12]([C:17]([C:20]([NH:22][C:23]3[CH:28]=[CH:27][N:26]=[CH:25][C:24]=3[F:29])=[O:21])=[CH:18][N:19]=2)[N:13]=[C:14]([Cl:16])[CH:15]=1.CN(C=O)C, predict the reaction product. The product is: [Cl:16][C:14]1[CH:15]=[C:10]([NH:6][C:3]2[CH:4]=[CH:5][O:1][N:2]=2)[C:11]2[N:12]([C:17]([C:20]([NH:22][C:23]3[CH:28]=[CH:27][N:26]=[CH:25][C:24]=3[F:29])=[O:21])=[CH:18][N:19]=2)[N:13]=1. (10) Given the reactants [ClH:1].[CH2:2]([N:9]1[CH2:14][CH2:13][CH:12]([C:15]#[N:16])[CH2:11][CH2:10]1)[C:3]1[CH:8]=[CH:7][CH:6]=[CH:5][CH:4]=1.[CH3:17][OH:18], predict the reaction product. The product is: [ClH:1].[CH3:17][O:18][C:15]([CH:12]1[CH2:13][CH2:14][N:9]([CH2:2][C:3]2[CH:8]=[CH:7][CH:6]=[CH:5][CH:4]=2)[CH2:10][CH2:11]1)=[NH:16].